Dataset: Reaction yield outcomes from USPTO patents with 853,638 reactions. Task: Predict the reaction yield, written as a fraction of the theoretical maximum amount of product (1.0 means a 100% yield; for example, 0.34 means a 34% yield). (1) The reactants are [CH2:1]([C:3]1[CH:12]=[C:11]2[C:6]([CH:7]=[CH:8][CH:9]=[N:10]2)=[CH:5][CH:4]=1)[CH3:2].[N+:13]([O-])([O-:15])=[O:14].[K+].OS(O)(=O)=O. No catalyst specified. The product is [CH2:1]([C:3]1[C:12]([N+:13]([O-:15])=[O:14])=[C:11]2[C:6]([CH:7]=[CH:8][CH:9]=[N:10]2)=[CH:5][CH:4]=1)[CH3:2]. The yield is 0.120. (2) The reactants are Br[C:2]1[CH:3]=[C:4]([CH:21]=[CH:22][CH:23]=1)[C:5]([N:7]1[C:13]2[CH:14]=[CH:15][CH:16]=[CH:17][C:12]=2[CH2:11][N:10]2[CH:18]=[CH:19][CH:20]=[C:9]2[CH2:8]1)=[O:6].[C:24]1([CH3:33])[CH:29]=[CH:28][CH:27]=[CH:26][C:25]=1B(O)O.C(=O)([O-])[O-].[K+].[K+]. The catalyst is COCCOC.C1C=CC(P(C2C=CC=CC=2)[C-]2C=CC=C2)=CC=1.C1C=CC(P(C2C=CC=CC=2)[C-]2C=CC=C2)=CC=1.Cl[Pd]Cl.[Fe+2]. The product is [CH3:33][C:24]1[CH:29]=[CH:28][CH:27]=[CH:26][C:25]=1[C:2]1[CH:23]=[CH:22][CH:21]=[C:4]([C:5]([N:7]2[C:13]3[CH:14]=[CH:15][CH:16]=[CH:17][C:12]=3[CH2:11][N:10]3[CH:18]=[CH:19][CH:20]=[C:9]3[CH2:8]2)=[O:6])[CH:3]=1. The yield is 0.850. (3) The reactants are O.[CH2:2]([O:9][NH:10][C@H:11]1[CH2:16][N:15](C(=O)C(F)(F)F)[C@H:14]([C:23]([O:25][C:26]([CH3:29])([CH3:28])[CH3:27])=[O:24])[CH2:13][CH2:12]1)[C:3]1[CH:8]=[CH:7][CH:6]=[CH:5][CH:4]=1.[OH-].[Na+].C(O)(=O)C. The catalyst is O1CCOCC1. The product is [CH2:2]([O:9][NH:10][C@H:11]1[CH2:16][NH:15][C@H:14]([C:23]([O:25][C:26]([CH3:29])([CH3:28])[CH3:27])=[O:24])[CH2:13][CH2:12]1)[C:3]1[CH:4]=[CH:5][CH:6]=[CH:7][CH:8]=1. The yield is 0.900. (4) The reactants are I[C:2]1[CH:3]=[C:4]([CH:13]=[CH:14][CH:15]=1)[O:5][C:6]([CH3:12])(C)[C:7]([O:9][CH3:10])=[O:8].[C:16]([O-])(=O)C.[K+].[B:21]1([B:21]2[O:25][C:24]([CH3:27])([CH3:26])[C:23]([CH3:29])([CH3:28])[O:22]2)[O:25][C:24]([CH3:27])([CH3:26])[C:23]([CH3:29])([CH3:28])[O:22]1.O. The catalyst is CS(C)=O.ClCCl. The product is [CH3:28][C:23]1([CH3:29])[C:24]([CH3:27])([CH3:26])[O:25][B:21]([C:2]2[CH:3]=[C:4]([CH:13]=[CH:14][CH:15]=2)[O:5][CH:6]([CH2:12][CH3:16])[C:7]([O:9][CH3:10])=[O:8])[O:22]1. The yield is 0.620. (5) The reactants are [NH:1]1[CH:8]=[CH:7][C:5](=[O:6])[NH:4][C:2]1=[S:3].[CH3:9]I.Cl. The catalyst is [OH-].[Na+]. The product is [CH3:9][S:3][C:2]1[NH:4][C:5](=[O:6])[CH:7]=[CH:8][N:1]=1. The yield is 0.990. (6) The reactants are [CH3:1][O:2][C:3]1[CH:8]=[CH:7][C:6]([C:9]2[C:17]3[C:12](=[CH:13][CH:14]=[C:15]([NH:18][C:19]([C:21]4[CH:30]=[CH:29][C:24]([C:25]([O:27][CH3:28])=[O:26])=[CH:23][CH:22]=4)=[O:20])[CH:16]=3)[N:11](C3CCCCO3)[N:10]=2)=[CH:5][CH:4]=1.Cl.C(=O)(O)[O-].[Na+]. No catalyst specified. The product is [CH3:1][O:2][C:3]1[CH:4]=[CH:5][C:6]([C:9]2[C:17]3[C:12](=[CH:13][CH:14]=[C:15]([NH:18][C:19]([C:21]4[CH:30]=[CH:29][C:24]([C:25]([O:27][CH3:28])=[O:26])=[CH:23][CH:22]=4)=[O:20])[CH:16]=3)[NH:11][N:10]=2)=[CH:7][CH:8]=1. The yield is 1.00. (7) The catalyst is O. The yield is 0.690. The product is [NH2:25][C:2]1[N:7]=[C:6]([C:8]2[CH:13]=[CH:12][C:11]([Cl:14])=[C:10]([O:15][CH3:16])[C:9]=2[F:17])[N:5]=[C:4]([C:18]([OH:20])=[O:19])[C:3]=1[O:21][CH2:22][CH3:23]. The reactants are Cl[C:2]1[N:7]=[C:6]([C:8]2[CH:13]=[CH:12][C:11]([Cl:14])=[C:10]([O:15][CH3:16])[C:9]=2[F:17])[N:5]=[C:4]([C:18]([OH:20])=[O:19])[C:3]=1[O:21][CH2:22][CH3:23].[OH-].[NH4+:25].Cl.